Predict the reactants needed to synthesize the given product. From a dataset of Full USPTO retrosynthesis dataset with 1.9M reactions from patents (1976-2016). Given the product [CH3:1][C@H:2]1[N:7]([S:32]([C:29]2[CH:28]=[CH:27][C:26]([C:25]([F:24])([F:36])[F:37])=[CH:31][CH:30]=2)(=[O:34])=[O:33])[CH2:6][CH2:5][N:4]([C:8]([O:10][C:11]([CH3:13])([CH3:12])[CH3:14])=[O:9])[CH2:3]1, predict the reactants needed to synthesize it. The reactants are: [CH3:1][C@H:2]1[NH:7][CH2:6][CH2:5][N:4]([C:8]([O:10][C:11]([CH3:14])([CH3:13])[CH3:12])=[O:9])[CH2:3]1.CCN(C(C)C)C(C)C.[F:24][C:25]([F:37])([F:36])[C:26]1[CH:31]=[CH:30][C:29]([S:32](Cl)(=[O:34])=[O:33])=[CH:28][CH:27]=1.Cl.